Dataset: Forward reaction prediction with 1.9M reactions from USPTO patents (1976-2016). Task: Predict the product of the given reaction. (1) The product is: [Br:1][C:2](=[CH2:5])[CH2:3][O:4][Si:8]([CH2:11][CH3:12])([CH2:9][CH3:10])[CH2:6][CH3:7]. Given the reactants [Br:1][C:2](=[CH2:5])[CH2:3][OH:4].[CH2:6]([Si:8](Cl)([CH2:11][CH3:12])[CH2:9][CH3:10])[CH3:7].N1C=CN=C1, predict the reaction product. (2) Given the reactants Cl.Cl.[N:3]1([NH:9][C:10]([C:12]2[CH:13]=[N:14][C:15]([C:18]3[CH:23]=[CH:22][CH:21]=[CH:20][CH:19]=3)=[N:16][CH:17]=2)=[O:11])[CH2:8][CH2:7][NH:6][CH2:5][CH2:4]1.Br[CH:25]1[CH2:29][CH2:28][O:27][C:26]1=[O:30].[H-].[Na+], predict the reaction product. The product is: [O:30]=[C:26]1[CH:25]([N:6]2[CH2:5][CH2:4][N:3]([NH:9][C:10]([C:12]3[CH:17]=[N:16][C:15]([C:18]4[CH:19]=[CH:20][CH:21]=[CH:22][CH:23]=4)=[N:14][CH:13]=3)=[O:11])[CH2:8][CH2:7]2)[CH2:29][CH2:28][O:27]1. (3) Given the reactants [NH2:1][C:2]1[N:7]=[CH:6][N:5]=[C:4]2[N:8]([CH2:12][C:13]3[O:14][C:15](=[O:29])[C:16]4[C:21]([C:22]=3[C:23]3[CH:28]=[CH:27][CH:26]=[CH:25][CH:24]=3)=[CH:20][CH:19]=[CH:18][CH:17]=4)[N:9]=[C:10](I)[C:3]=12.[F:30][C:31]1[CH:32]=[C:33](B(O)O)[CH:34]=[C:35]([OH:37])[CH:36]=1.C([O-])([O-])=O.[Cs+].[Cs+], predict the reaction product. The product is: [NH2:1][C:2]1[N:7]=[CH:6][N:5]=[C:4]2[N:8]([CH2:12][C:13]3[O:14][C:15](=[O:29])[C:16]4[C:21]([C:22]=3[C:23]3[CH:28]=[CH:27][CH:26]=[CH:25][CH:24]=3)=[CH:20][CH:19]=[CH:18][CH:17]=4)[N:9]=[C:10]([C:33]3[CH:34]=[C:35]([OH:37])[CH:36]=[C:31]([F:30])[CH:32]=3)[C:3]=12. (4) The product is: [NH2:30][C:6]1[CH:7]=[C:8]([NH:11][C:12](=[O:29])[C:13]2[CH:18]=[CH:17][CH:16]=[N:15][C:14]=2[NH:19][C:20]2[CH:28]=[C:27]3[C:23]([CH:24]=[N:25][NH:26]3)=[CH:22][CH:21]=2)[CH:9]=[CH:10][C:5]=1[C:1]([CH3:4])([CH3:3])[CH3:2]. Given the reactants [C:1]([C:5]1[CH:10]=[CH:9][C:8]([NH:11][C:12](=[O:29])[C:13]2[CH:18]=[CH:17][CH:16]=[N:15][C:14]=2[NH:19][C:20]2[CH:28]=[C:27]3[C:23]([CH:24]=[N:25][NH:26]3)=[CH:22][CH:21]=2)=[CH:7][C:6]=1[N+:30]([O-])=O)([CH3:4])([CH3:3])[CH3:2], predict the reaction product. (5) Given the reactants CCOCC.Cl[C:7]1[N:12]=[C:11]([Cl:13])[C:10]([C:14]([F:17])([F:16])[F:15])=[CH:9][N:8]=1.[NH2:18][C:19]1[CH:20]=[CH:21][C:22]([CH:25]2[CH2:30][CH2:29][N:28]([C:31]([O:33][C:34]([CH3:37])([CH3:36])[CH3:35])=[O:32])[CH2:27][CH2:26]2)=[N:23][CH:24]=1.CCN(CC)CC, predict the reaction product. The product is: [Cl:13][C:11]1[C:10]([C:14]([F:17])([F:16])[F:15])=[CH:9][N:8]=[C:7]([NH:18][C:19]2[CH:20]=[CH:21][C:22]([CH:25]3[CH2:30][CH2:29][N:28]([C:31]([O:33][C:34]([CH3:37])([CH3:36])[CH3:35])=[O:32])[CH2:27][CH2:26]3)=[N:23][CH:24]=2)[N:12]=1.